Dataset: Forward reaction prediction with 1.9M reactions from USPTO patents (1976-2016). Task: Predict the product of the given reaction. (1) Given the reactants C1(O[C:8](=[O:26])[NH:9][C:10]2[N:11]([C:19]3[CH:24]=[CH:23][CH:22]=[C:21]([F:25])[CH:20]=3)[N:12]=[C:13]([C:15]([CH3:18])([CH3:17])[CH3:16])[CH:14]=2)C=CC=CC=1.[NH2:27][C:28]1[CH:43]=[CH:42][C:31]([O:32][C:33]2[CH:38]=[CH:37][N:36]=[C:35]([C:39]([NH2:41])=[O:40])[CH:34]=2)=[CH:30][CH:29]=1.C(N(CC)CC)C, predict the reaction product. The product is: [C:15]([C:13]1[CH:14]=[C:10]([NH:9][C:8](=[O:26])[NH:27][C:28]2[CH:43]=[CH:42][C:31]([O:32][C:33]3[CH:38]=[CH:37][N:36]=[C:35]([C:39]([NH2:41])=[O:40])[CH:34]=3)=[CH:30][CH:29]=2)[N:11]([C:19]2[CH:24]=[CH:23][CH:22]=[C:21]([F:25])[CH:20]=2)[N:12]=1)([CH3:18])([CH3:16])[CH3:17]. (2) Given the reactants [NH2:1][C:2]1[CH:10]=[CH:9][CH:8]=[C:7]([Cl:11])[C:3]=1[C:4]([OH:6])=[O:5].FC1C=CC=CC=1C(Cl)=O.[CH3:22][C:23]1[CH:31]=[CH:30][CH:29]=[CH:28][C:24]=1[C:25](Cl)=O, predict the reaction product. The product is: [Cl:11][C:7]1[C:3]2[C:4](=[O:6])[O:5][C:22]([C:23]3[CH:31]=[CH:30][CH:29]=[CH:28][C:24]=3[CH3:25])=[N:1][C:2]=2[CH:10]=[CH:9][CH:8]=1. (3) The product is: [CH3:13][N:5]1[C:4](=[O:3])[CH:12]=[CH:11][C:7]([C:8]([OH:10])=[O:9])=[CH:6]1. Given the reactants [H-].[Na+].[OH:3][C:4]1[CH:12]=[CH:11][C:7]([C:8]([OH:10])=[O:9])=[CH:6][N:5]=1.[CH3:13]I.[OH-].[Na+], predict the reaction product. (4) Given the reactants [NH:1]1[CH2:11][CH2:10][CH:4]([C:5]([O:7]CC)=O)[CH2:3][CH2:2]1.[C:12]1([CH3:19])[C:13](Br)=[CH:14][CH:15]=[CH:16][CH:17]=1.[NH:20]1[CH2:25][CH2:24][S:23][CH2:22][CH2:21]1, predict the reaction product. The product is: [C:12]1([CH3:19])[CH:13]=[CH:14][CH:15]=[CH:16][C:17]=1[N:1]1[CH2:2][CH2:3][CH:4]([C:5]([N:20]2[CH2:25][CH2:24][S:23][CH2:22][CH2:21]2)=[O:7])[CH2:10][CH2:11]1. (5) The product is: [ClH:1].[Cl:1][C:2]1[C:3]([F:12])=[C:4]([C:8]([F:11])=[CH:9][CH:10]=1)[C:5]([NH:27][C:23]1[CH:24]=[CH:25][CH:26]=[C:21]([C:18]2[CH2:19][CH2:20][CH:15]([N:14]([CH3:28])[CH3:13])[CH2:16][CH:17]=2)[CH:22]=1)=[O:6]. Given the reactants [Cl:1][C:2]1[C:3]([F:12])=[C:4]([C:8]([F:11])=[CH:9][CH:10]=1)[C:5](Cl)=[O:6].[CH3:13][N:14]([CH3:28])[CH:15]1[CH2:20][CH2:19][C:18]([C:21]2[CH:22]=[C:23]([NH2:27])[CH:24]=[CH:25][CH:26]=2)=[CH:17][CH2:16]1, predict the reaction product.